This data is from Experimentally validated miRNA-target interactions with 360,000+ pairs, plus equal number of negative samples. The task is: Binary Classification. Given a miRNA mature sequence and a target amino acid sequence, predict their likelihood of interaction. (1) The miRNA is hsa-miR-4500 with sequence UGAGGUAGUAGUUUCUU. The protein sequence of the target gene is MAAQSAPKVVLKSTTKMSLNERFTNMLKNKQPTPVNIRASMQQQQQLASARNRRLAQQMENRPSVQAALKLKQSLKQRLGKSNIQARLGRPIGALARGAIGGRGLPIIQRGLPRGGLRGGRATRTLLRGGMSLRGQNLLRGGRAVAPRMGLRRGGVRGRGGPGRGGLGRGAMGRGGIGGRGRGMIGRGRGGFGGRGRGRGRGRGALARPVLTKEQLDNQLDAYMSKTKGHLDAELDAYMAQTDPETND. Result: 1 (interaction). (2) The miRNA is hsa-miR-513a-5p with sequence UUCACAGGGAGGUGUCAU. The protein sequence of the target gene is MGREQDLILAVKNGDVTCVQKLVAKVKAAKTKLLGSTKRLNINYQDADGFSALHHAALGGSLELIALLLEAQATVDIKDSNGMRPLHYAAWQGRLEPVRLLLRASAAVNAASLDGQIPLHLAAQYGHYEVSEMLLQHQSNPCLVNKLKKTPLDLACEFGRLKVAQLLLNSHLCVALLEGEAKDPCDPNYTTPLHLAAKNGHREVIRQLLKAGIEINRQTKTGTALHEAALYGKTEVVRLLLEGGVDVNIRNTYNQTALDIVNQFTTSQASREIKQLLREASGILKVRALKDFWNLHDPTA.... Result: 0 (no interaction). (3) The miRNA is mmu-miR-3059-5p with sequence UUUCCUCUCUGCCCCAUAGGGU. The protein sequence of the target gene is MNGPSSRSSHLSQPVVKSVLVYRNGDPFFAGRRVVIHEKKVSSFDVFLKEVTGGVQAPFGAVRNIYTPRTGHRIRKLDQIESGGNYVAGGPEAFKKLNYLDIGEIKKRPMEAVNTEVKPVIHSRINVSARFRKSLHEPCTIFLIANGDLISPASRLLIPKKALNQWDHVLQMVTEKITLRSGAVHRLYTLEGKLVESGAELENGQFYVAVGRDKFKRLPYSELLFDKSAMRRPYGQKASSLPPMVGSRKSKGSGNYRQSKSTIGSSDNSSPQPLKRKGKKDSNSEKPTKVKQSVKSKTSH.... Result: 0 (no interaction). (4) The miRNA is hsa-miR-363-3p with sequence AAUUGCACGGUAUCCAUCUGUA. The protein sequence of the target gene is MSLQSRLSGRLAQLRAAGQLLVPPRPRPGHLAGATRTRSSTCGPPAFLGVFGRRARTSAGVGAWGAAAVGRTAGVRTWAPLAMAAKVDLSTSTDWKEAKSFLKGLSDKQREEHYFCKDFVRLKKIPTWKEMAKGVAVKVEEPRYKKDKQLNEKISLLRSDITKLEVDAIVNAANSSLLGGGGVDGCIHRAAGPLLTDECRTLQSCKTGKAKITGGYRLPAKYVIHTVGPIAYGEPSASQAAELRSCYLSSLDLLLEHRLRSVAFPCISTGVFGYPCEAAAEIVLATLREWLEQHKDKVDR.... Result: 0 (no interaction).